Dataset: Full USPTO retrosynthesis dataset with 1.9M reactions from patents (1976-2016). Task: Predict the reactants needed to synthesize the given product. (1) The reactants are: Cl[C:2]1[N:10]=[C:9]2[C:5]([N:6]([CH2:20][C@H:21]3[CH2:26][CH2:25][C@H:24]([CH3:27])[CH2:23][CH2:22]3)[C:7]([C:11]3[CH:16]=[C:15]([CH:17]([CH3:19])[CH3:18])[CH:14]=[CH:13][N:12]=3)=[N:8]2)=[C:4]([NH:28][C@@H:29]([CH:31]2[CH2:34][CH2:33][CH2:32]2)[CH3:30])[N:3]=1.C([Sn](CCCC)(CCCC)[C:40]([O:42][CH2:43][CH3:44])=[CH2:41])CCC. Given the product [CH:31]1([C@H:29]([NH:28][C:4]2[N:3]=[C:2]([C:40]([O:42][CH2:43][CH3:44])=[CH2:41])[N:10]=[C:9]3[C:5]=2[N:6]([CH2:20][C@H:21]2[CH2:26][CH2:25][C@H:24]([CH3:27])[CH2:23][CH2:22]2)[C:7]([C:11]2[CH:16]=[C:15]([CH:17]([CH3:18])[CH3:19])[CH:14]=[CH:13][N:12]=2)=[N:8]3)[CH3:30])[CH2:32][CH2:33][CH2:34]1, predict the reactants needed to synthesize it. (2) Given the product [Cl:1][C:2]([C:11]([F:12])([F:13])[F:14])([C:3]([F:4])([F:5])[F:6])[CH:7]=[CH:8][F:9], predict the reactants needed to synthesize it. The reactants are: [Cl:1][C:2]([C:11]([F:14])([F:13])[F:12])([CH2:7][CH:8](Cl)[F:9])[C:3]([F:6])([F:5])[F:4].[OH-].[K+].